This data is from HIV replication inhibition screening data with 41,000+ compounds from the AIDS Antiviral Screen. The task is: Binary Classification. Given a drug SMILES string, predict its activity (active/inactive) in a high-throughput screening assay against a specified biological target. (1) The molecule is C[N+](C)(C)CC(=O)NN=C(Cc1cc(=O)oc2cc(O)ccc12)C(=O)Nc1ccc(Cl)cc1.[Cl-]. The result is 0 (inactive). (2) The compound is Cc1cc(C)n(C2OC(CO)C(O)C(O)C2O)c(=S)c1C#N. The result is 0 (inactive). (3) The molecule is COc1ccc(CNc2cnc3ccc(N)cc3n2)cc1OC. The result is 0 (inactive). (4) The drug is Cc1cc(C)n2[nH]c(=N)c(C#N)c2c1C#N. The result is 0 (inactive). (5) The compound is CC(C)N(C(=O)C12CC3CC(CC(C3)C1)C2)C(C)C. The result is 0 (inactive). (6) The compound is CCOC(=O)c1cn(CC)c2ccc3ccsc3c2c1=O. The result is 0 (inactive). (7) The compound is NC(=O)c1ccccc1NC(=O)C(=O)C(C(=O)c1ccc2ccccc2c1)C1OC(=O)c2ccccc21. The result is 0 (inactive).